From a dataset of Reaction yield outcomes from USPTO patents with 853,638 reactions. Predict the reaction yield, written as a fraction of the theoretical maximum amount of product (1.0 means a 100% yield; for example, 0.34 means a 34% yield). (1) The yield is 0.840. The product is [I:12][C:3]1[C:4]2[C:5](=[CH:6][N:7]=[CH:8][CH:9]=2)[NH:1][N:2]=1. The catalyst is CN(C=O)C. The reactants are [NH:1]1[C:5]2=[CH:6][N:7]=[CH:8][CH:9]=[C:4]2[CH:3]=[N:2]1.[OH-].[K+].[I:12]I. (2) The reactants are C[N:2](C)/[CH:3]=[CH:4]/[C:5]([C:7]1[N:12]=[C:11]2[N:13]([CH:18]3[CH2:23][CH2:22][O:21][CH2:20][CH2:19]3)[N:14]=[C:15]([CH2:16][CH3:17])[C:10]2=[CH:9][CH:8]=1)=O.Cl.[CH:26]([NH:29]N)([CH3:28])[CH3:27].O1CCCC1.Cl. The catalyst is O1CCOCC1.O.C(#N)C. The product is [CH2:16]([C:15]1[C:10]2[C:11](=[N:12][C:7]([C:5]3[N:29]([CH:26]([CH3:28])[CH3:27])[N:2]=[CH:3][CH:4]=3)=[CH:8][CH:9]=2)[N:13]([CH:18]2[CH2:23][CH2:22][O:21][CH2:20][CH2:19]2)[N:14]=1)[CH3:17]. The yield is 0.529. (3) The reactants are [NH2:1][C:2]1[CH:10]=[CH:9][C:8]([Cl:11])=[CH:7][C:3]=1[C:4]([OH:6])=[O:5].Cl[C:13](Cl)([O:15]C(=O)OC(Cl)(Cl)Cl)Cl. The catalyst is ClCCCl. The product is [Cl:11][C:8]1[CH:9]=[CH:10][C:2]2[NH:1][C:13](=[O:15])[O:5][C:4](=[O:6])[C:3]=2[CH:7]=1. The yield is 0.970. (4) The yield is 0.320. The reactants are [CH3:1][O:2][C:3]1[CH:8]=[CH:7][CH:6]=[CH:5][C:4]=1[C:9]1[N:10]=[C:11]2[C:17]([C:18]3[CH:23]=[CH:22][CH:21]=[CH:20][C:19]=3[O:24][CH3:25])=[CH:16][N:15](S(C3C=CC(C)=CC=3)(=O)=O)[C:12]2=[N:13][CH:14]=1.[OH-].[Na+]. The catalyst is CO.O. The product is [CH3:1][O:2][C:3]1[CH:8]=[CH:7][CH:6]=[CH:5][C:4]=1[C:9]1[N:10]=[C:11]2[C:17]([C:18]3[CH:23]=[CH:22][CH:21]=[CH:20][C:19]=3[O:24][CH3:25])=[CH:16][NH:15][C:12]2=[N:13][CH:14]=1. (5) The reactants are [Cl:1][C:2]1[CH:3]=[N:4][C:5]2[C:10]([CH:11]=1)=[CH:9][C:8]([CH2:12][C:13]1[CH:14]=[C:15]([CH:19]=[CH:20][N:21]=1)[C:16]([OH:18])=O)=[CH:7][CH:6]=2.[NH2:22][CH2:23][C:24]1[CH:25]=[CH:26][C:27]([N:31]([CH3:33])[CH3:32])=[N:28][C:29]=1[CH3:30].CN(C(ON1N=NC2C=CC=NC1=2)=[N+](C)C)C.F[P-](F)(F)(F)(F)F.CCN(CC)CC. The catalyst is CN(C=O)C. The product is [Cl:1][C:2]1[CH:3]=[N:4][C:5]2[C:10]([CH:11]=1)=[CH:9][C:8]([CH2:12][C:13]1[CH:14]=[C:15]([CH:19]=[CH:20][N:21]=1)[C:16]([NH:22][CH2:23][C:24]1[C:29]([CH3:30])=[N:28][C:27]([N:31]([CH3:33])[CH3:32])=[CH:26][CH:25]=1)=[O:18])=[CH:7][CH:6]=2. The yield is 0.300. (6) The reactants are [H-].C([Al+]CC(C)C)C(C)C.C(O[C:14](=O)[CH:15]([C:21]([CH3:24])([CH3:23])C)[C:16]([O:18][CH2:19][CH3:20])=[O:17])C.[F:26][C:27]1[CH:34]=[CH:33][C:30]([CH2:31][NH2:32])=[CH:29][CH:28]=1.C([BH3-])#N.[Na+]. The catalyst is C1(C)C=CC=CC=1.ClCCl.C(O)C.C(O)(=O)C. The product is [CH2:19]([O:18][C:16](=[O:17])[CH:15]([CH2:14][NH:32][CH2:31][C:30]1[CH:33]=[CH:34][C:27]([F:26])=[CH:28][CH:29]=1)[CH:21]([CH3:23])[CH3:24])[CH3:20]. The yield is 0.330.